This data is from Catalyst prediction with 721,799 reactions and 888 catalyst types from USPTO. The task is: Predict which catalyst facilitates the given reaction. (1) Reactant: [Br:1][CH2:2][CH2:3][CH2:4][CH2:5][CH2:6][CH2:7][OH:8].N1C=CN=C1.[Si:14](Cl)([C:17]([CH3:20])([CH3:19])[CH3:18])([CH3:16])[CH3:15].C(OCC)(=O)C.CCCCCC. Product: [Br:1][CH2:2][CH2:3][CH2:4][CH2:5][CH2:6][CH2:7][O:8][Si:14]([C:17]([CH3:20])([CH3:19])[CH3:18])([CH3:16])[CH3:15]. The catalyst class is: 7. (2) Reactant: [H-].[Na+].[NH:3]1[C:7]2[CH:8]=[CH:9][CH:10]=[CH:11][C:6]=2[NH:5][C:4]1=[O:12].[F:13][C:14]1[CH:19]=[CH:18][C:17]([CH:20]([C:25]2[CH:30]=[CH:29][C:28]([F:31])=[CH:27][CH:26]=2)[CH2:21][CH2:22][CH2:23]Cl)=[CH:16][CH:15]=1. Product: [F:13][C:14]1[CH:15]=[CH:16][C:17]([CH:20]([C:25]2[CH:26]=[CH:27][C:28]([F:31])=[CH:29][CH:30]=2)[CH2:21][CH2:22][CH2:23][N:3]2[C:7]3[CH:8]=[CH:9][CH:10]=[CH:11][C:6]=3[NH:5][C:4]2=[O:12])=[CH:18][CH:19]=1. The catalyst class is: 3. (3) Reactant: [C:1]([O:5][C:6]([N:8]1[CH2:14][CH2:13][C:12](=O)[CH:11]([NH:16][C:17]([C:19]2[S:20][C:21]3[C:27]([N:28]4[CH2:33][CH2:32][O:31][CH2:30][CH2:29]4)=[CH:26][CH:25]=[C:24]([O:34][CH3:35])[C:22]=3[N:23]=2)=O)[CH2:10][CH2:9]1)=[O:7])([CH3:4])([CH3:3])[CH3:2].C([O-])(=O)C.[NH4+:40].C(=O)(O)[O-].[Na+]. Product: [C:1]([O:5][C:6]([N:8]1[CH2:14][CH2:13][C:12]2[N:40]=[C:17]([C:19]3[S:20][C:21]4[C:27]([N:28]5[CH2:29][CH2:30][O:31][CH2:32][CH2:33]5)=[CH:26][CH:25]=[C:24]([O:34][CH3:35])[C:22]=4[N:23]=3)[NH:16][C:11]=2[CH2:10][CH2:9]1)=[O:7])([CH3:4])([CH3:2])[CH3:3]. The catalyst class is: 6.